Task: Predict hERG channel inhibition at various concentrations.. Dataset: hERG Central: cardiac toxicity at 1µM, 10µM, and general inhibition (1) The compound is CCCc1cnc(N2CCN(C(=O)c3ccccc3)CC2)nc1. Results: hERG_inhib (hERG inhibition (general)): blocker. (2) The drug is CCN(CC(=O)NCc1ccc(F)cc1)CC(=O)Nc1cc(S(=O)(=O)N(C)C)ccc1C. Results: hERG_inhib (hERG inhibition (general)): blocker. (3) The molecule is C#Cc1ccc([C@@H]2C=C(C(=O)N3CCN(Cc4ccc5c(c4)OCO5)CC3)O[C@H](OCCCCO)C2)cc1. Results: hERG_inhib (hERG inhibition (general)): blocker. (4) The compound is C=CCn1c(=N)c(C(=O)OCC)cc2c(=O)n3cccc(C)c3nc21. Results: hERG_inhib (hERG inhibition (general)): blocker. (5) The compound is COc1ccc(-n2cc(CN3CCCC3)c(-c3cccc(F)c3)n2)cc1. Results: hERG_inhib (hERG inhibition (general)): blocker. (6) The compound is CCCCC(c1nnnn1C1CCCC1)N1CCN(C2CCCC2)CC1.Cl. Results: hERG_inhib (hERG inhibition (general)): blocker. (7) The molecule is COc1ccc(C(=O)N2CCC(O)(c3ccc(Cl)cc3)CC2)cc1OC. Results: hERG_inhib (hERG inhibition (general)): blocker. (8) The compound is O=C(Nc1ccccc1-c1ccccc1)NC1CC2CCCC(C1)N2Cc1ccc(F)cc1. Results: hERG_inhib (hERG inhibition (general)): blocker. (9) The compound is COC(=O)c1cc(S(=O)(=O)NCC2CCN(Cc3ccc(F)cc3)CC2)c[nH]1. Results: hERG_inhib (hERG inhibition (general)): blocker. (10) The drug is CN1C(C(=O)NCc2ccccc2)CC2Cn3c(nc4cc(Cl)c(Cl)cc43)C21. Results: hERG_inhib (hERG inhibition (general)): blocker.